This data is from Forward reaction prediction with 1.9M reactions from USPTO patents (1976-2016). The task is: Predict the product of the given reaction. The product is: [CH3:1][O:2][C:3]1[CH:4]=[C:5]([CH:11]=[CH:12][C:13]2[O:15][N:25]=[C:18]([CH2:19][CH2:20][CH2:21][CH2:22][CH2:23][CH3:24])[N:17]=2)[CH:6]=[CH:7][C:8]=1[O:9][CH3:10]. Given the reactants [CH3:1][O:2][C:3]1[CH:4]=[C:5]([CH:11]=[CH:12][C:13]([OH:15])=O)[CH:6]=[CH:7][C:8]=1[O:9][CH3:10].O[NH:17][C:18](=[NH:25])[CH2:19][CH2:20][CH2:21][CH2:22][CH2:23][CH3:24], predict the reaction product.